Dataset: Full USPTO retrosynthesis dataset with 1.9M reactions from patents (1976-2016). Task: Predict the reactants needed to synthesize the given product. Given the product [NH2:8][CH2:9][CH2:10][N:11]([CH2:17][C:18]1[CH:19]=[C:20]([CH:54]=[CH:55][CH:56]=1)[C:21]([NH:23][C:24]1[S:25][C:26]2[CH2:53][CH2:52][CH2:51][CH2:50][C:27]=2[C:28]=1[C:29]([NH:31][C:32]1[CH:37]=[CH:36][C:35]([CH2:38][CH2:39][C:40]2[CH:49]=[CH:48][C:43]([C:44]([O:46][CH3:47])=[O:45])=[CH:42][CH:41]=2)=[CH:34][CH:33]=1)=[O:30])=[O:22])[CH:12]([CH2:13][CH3:14])[CH2:15][CH3:16], predict the reactants needed to synthesize it. The reactants are: C(OC([NH:8][CH2:9][CH2:10][N:11]([CH2:17][C:18]1[CH:19]=[C:20]([CH:54]=[CH:55][CH:56]=1)[C:21]([NH:23][C:24]1[S:25][C:26]2[CH2:53][CH2:52][CH2:51][CH2:50][C:27]=2[C:28]=1[C:29]([NH:31][C:32]1[CH:37]=[CH:36][C:35]([CH2:38][CH2:39][C:40]2[CH:49]=[CH:48][C:43]([C:44]([O:46][CH3:47])=[O:45])=[CH:42][CH:41]=2)=[CH:34][CH:33]=1)=[O:30])=[O:22])[CH:12]([CH2:15][CH3:16])[CH2:13][CH3:14])=O)(C)(C)C.C(O)(C(F)(F)F)=O.